From a dataset of Forward reaction prediction with 1.9M reactions from USPTO patents (1976-2016). Predict the product of the given reaction. The product is: [O:12]([CH2:19][CH:1]1[CH2:6][C:5](=[O:7])[CH:4]=[CH:3][O:2]1)[C:13]1[CH:18]=[CH:17][CH:16]=[CH:15][CH:14]=1. Given the reactants [CH3:1][O:2][CH:3]=[CH:4][C:5]([O:7][Si](C)(C)C)=[CH2:6].[O:12]([CH2:19]C=O)[C:13]1[CH:18]=[CH:17][CH:16]=[CH:15][CH:14]=1, predict the reaction product.